Task: Predict the reactants needed to synthesize the given product.. Dataset: Full USPTO retrosynthesis dataset with 1.9M reactions from patents (1976-2016) (1) The reactants are: [O:1]1[CH:5]=[CH:4][C:3]([C:6]2[CH:15]=[CH:14][C:13]3[CH2:12][N:11](C(OC(C)(C)C)=O)[CH2:10][CH2:9][C:8]=3[N:7]=2)=[CH:2]1.C(OCC)(=O)C.[ClH:29]. Given the product [ClH:29].[ClH:29].[O:1]1[CH:5]=[CH:4][C:3]([C:6]2[CH:15]=[CH:14][C:13]3[CH2:12][NH:11][CH2:10][CH2:9][C:8]=3[N:7]=2)=[CH:2]1, predict the reactants needed to synthesize it. (2) Given the product [CH3:1][NH:2][C:3]([C:5]1[C:13]2[CH:12]=[C:11]3[CH:14]([CH3:23])[CH2:15][CH2:16][CH2:17][N:18]([S:19]([CH3:22])(=[O:21])=[O:20])[C:10]3=[N:9][C:8]=2[O:7][C:6]=1[C:24]1[CH:29]=[CH:28][C:27]([F:30])=[CH:26][CH:25]=1)=[O:4], predict the reactants needed to synthesize it. The reactants are: [CH3:1][NH:2][C:3]([C:5]1[C:13]2[CH:12]=[C:11]3[C:14](=[CH2:23])[CH2:15][CH2:16][CH2:17][N:18]([S:19]([CH3:22])(=[O:21])=[O:20])[C:10]3=[N:9][C:8]=2[O:7][C:6]=1[C:24]1[CH:29]=[CH:28][C:27]([F:30])=[CH:26][CH:25]=1)=[O:4].CNC(C1C2C=C3C(C)=CCCN(S(C)(=O)=O)C3=NC=2OC=1C1C=CC(F)=CC=1)=O.CO.